From a dataset of Reaction yield outcomes from USPTO patents with 853,638 reactions. Predict the reaction yield, written as a fraction of the theoretical maximum amount of product (1.0 means a 100% yield; for example, 0.34 means a 34% yield). (1) The reactants are [Br:1][C:2]1[C:3]([OH:9])=[N:4][CH:5]=[C:6]([CH3:8])[CH:7]=1.[F:10][C:11]([F:19])(S(F)(=O)=O)C(O)=O.C(=O)([O-])[O-].[Na+].[Na+].O. The catalyst is C(#N)C. The product is [Br:1][C:2]1[C:3]([O:9][CH:11]([F:19])[F:10])=[N:4][CH:5]=[C:6]([CH3:8])[CH:7]=1. The yield is 0.700. (2) The yield is 1.00. The reactants are S([C:5]1[CH:11]=[CH:10][C:8]([CH3:9])=[CH:7][CH:6]=1)(O)(=O)=O.CNCCCCC=CC.C(N1C[C@@H](O)C[C@H]1C(O)=O)(OC(C)(C)C)=O.[CH2:37]([N:43](C)[C:44]([C@@H:46]1[CH2:50][C@@H:49]([OH:51])[CH2:48][N:47]1[C:52]([O:54][C:55]([CH3:58])([CH3:57])[CH3:56])=[O:53])=[O:45])CCCC=C. No catalyst specified. The product is [CH2:9]([N:43]([CH3:37])[C:44]([C@@H:46]1[CH2:50][C@@H:49]([OH:51])[CH2:48][N:47]1[C:52]([O:54][C:55]([CH3:57])([CH3:56])[CH3:58])=[O:53])=[O:45])[CH2:8][CH2:10][CH2:11][CH2:5][CH:6]=[CH2:7]. (3) The reactants are CN([CH:4]=[C:5]1[CH2:25][C:9]2([CH2:14][CH2:13][N:12]([C:15]([O:17][CH2:18][C:19]3[CH:24]=[CH:23][CH:22]=[CH:21][CH:20]=3)=[O:16])[CH2:11][CH2:10]2)[CH:8]=[CH:7][C:6]1=O)C.C(O)(=O)C.Cl.[C:32]([NH:36][NH2:37])([CH3:35])([CH3:34])[CH3:33]. The catalyst is C(O)C. The product is [C:32]([N:36]1[C:6]2[CH:7]=[CH:8][C:9]3([CH2:10][CH2:11][N:12]([C:15]([O:17][CH2:18][C:19]4[CH:20]=[CH:21][CH:22]=[CH:23][CH:24]=4)=[O:16])[CH2:13][CH2:14]3)[CH2:25][C:5]=2[CH:4]=[N:37]1)([CH3:35])([CH3:34])[CH3:33]. The yield is 0.790. (4) No catalyst specified. The product is [C:1](=[O:17])([O:15][CH3:16])[O:2][C:3]1[CH:8]=[C:7]([N+:23]([O-:25])=[O:24])[C:6]([F:9])=[CH:5][C:4]=1[CH:10]1[CH2:14][CH2:13][CH2:12][CH2:11]1. The reactants are [C:1](=[O:17])([O:15][CH3:16])[O:2][C:3]1[CH:8]=[CH:7][C:6]([F:9])=[CH:5][C:4]=1[CH:10]1[CH2:14][CH2:13][CH2:12][CH2:11]1.OS(O)(=O)=O.[N+:23]([O-])([O-:25])=[O:24].[K+]. The yield is 0.770. (5) The reactants are [CH3:1][O:2][C:3]1[CH:4]=[C:5]2[C:10](=[CH:11][C:12]=1[O:13][CH3:14])[N:9]=[CH:8][CH:7]=[C:6]2[O:15][C:16]1[CH:21]=[CH:20][C:19]([NH:22][C:23]([C:25]2([C:28]([OH:30])=O)[CH2:27][CH2:26]2)=[O:24])=[CH:18][CH:17]=1.[F:31][C:32]1[CH:39]=[CH:38][C:35]([CH2:36][NH2:37])=[CH:34][CH:33]=1.CCN(C(C)C)C(C)C.CN(C(ON1N=NC2C=CC=NC1=2)=[N+](C)C)C.F[P-](F)(F)(F)(F)F. The catalyst is CC(N(C)C)=O.O. The product is [CH3:1][O:2][C:3]1[CH:4]=[C:5]2[C:10](=[CH:11][C:12]=1[O:13][CH3:14])[N:9]=[CH:8][CH:7]=[C:6]2[O:15][C:16]1[CH:17]=[CH:18][C:19]([NH:22][C:23]([C:25]2([C:28]([NH:37][CH2:36][C:35]3[CH:38]=[CH:39][C:32]([F:31])=[CH:33][CH:34]=3)=[O:30])[CH2:27][CH2:26]2)=[O:24])=[CH:20][CH:21]=1. The yield is 0.350. (6) The reactants are [C:1]1([CH3:15])[CH:6]=[CH:5][C:4]([O:7][C:8]2[S:12][C:11]([C:13]#N)=[CH:10][CH:9]=2)=[CH:3][CH:2]=1.[H-].C([Al+]CC(C)C)C(C)C.[O:26]1CCCC1. No catalyst specified. The product is [C:1]1([CH3:15])[CH:6]=[CH:5][C:4]([O:7][C:8]2[S:12][C:11]([CH:13]=[O:26])=[CH:10][CH:9]=2)=[CH:3][CH:2]=1. The yield is 0.472. (7) The reactants are [N:1]1[CH:6]=[CH:5][CH:4]=[C:3]([C:7](=O)[CH2:8][C:9](=O)[C:10]([F:13])([F:12])[F:11])[CH:2]=1.C(C1C=NC=CC=1)(=O)C.[NH2:25][C:26]1[N:27]=[CH:28][NH:29][C:30]=1[C:31]#[N:32]. No catalyst specified. The product is [N:1]1[CH:6]=[CH:5][CH:4]=[C:3]([C:7]2[CH:8]=[C:9]([C:10]([F:13])([F:12])[F:11])[N:27]3[CH:28]=[N:29][C:30]([C:31]#[N:32])=[C:26]3[N:25]=2)[CH:2]=1. The yield is 0.130.